This data is from Full USPTO retrosynthesis dataset with 1.9M reactions from patents (1976-2016). The task is: Predict the reactants needed to synthesize the given product. Given the product [OH:16][C@@H:4]([C@@H:3]([NH:2][C:41](=[O:60])[O:42][C@H:43]([CH2:48][N:49]1[C:53]2[CH:54]=[C:55]([Cl:59])[C:56]([Cl:58])=[CH:57][C:52]=2[N:51]=[CH:50]1)[C:44]([CH3:47])([CH3:46])[CH3:45])[CH2:17][CH2:18][CH2:19][CH3:20])[CH2:5][NH:6][S:7]([C:10]1[CH:15]=[CH:14][CH:13]=[CH:12][N:11]=1)(=[O:9])=[O:8], predict the reactants needed to synthesize it. The reactants are: Cl.[NH2:2][C@@H:3]([CH2:17][CH2:18][CH2:19][CH3:20])[C@@H:4]([OH:16])[CH2:5][NH:6][S:7]([C:10]1[CH:15]=[CH:14][CH:13]=[CH:12][N:11]=1)(=[O:9])=[O:8].Cl.N[C@@H](CCCC)[C@H](O)CNS(C1C=CC=CN=1)(=O)=O.[C:41](=O)([O:60]C1C=CC([N+]([O-])=O)=CC=1)[O:42][C@H:43]([CH2:48][N:49]1[C:53]2[CH:54]=[C:55]([Cl:59])[C:56]([Cl:58])=[CH:57][C:52]=2[N:51]=[CH:50]1)[C:44]([CH3:47])([CH3:46])[CH3:45].C(N(C(C)C)CC)(C)C.